Predict the reaction yield, written as a fraction of the theoretical maximum amount of product (1.0 means a 100% yield; for example, 0.34 means a 34% yield). From a dataset of Reaction yield outcomes from USPTO patents with 853,638 reactions. (1) The reactants are C[C:2]1[CH:7]=[C:6](C)[CH:5]=[C:4](C)[C:3]=1[CH2:10][OH:11].[H-].[Na+].I[CH2:15][C:16]([O-:18])=[O:17].[Na+]. The catalyst is C1COCC1. The product is [CH2:10]([O:11][CH2:15][C:16]([OH:18])=[O:17])[C:3]1[CH:2]=[CH:7][CH:6]=[CH:5][CH:4]=1. The yield is 0.512. (2) The reactants are [Cl:1][C:2]1[CH:7]=[CH:6][CH:5]=[CH:4][C:3]=1[N:8]1[C:13](=[O:14])[CH:12]=[C:11]([OH:15])[N:10]=[C:9]1[CH:16]1[CH2:21][CH2:20][CH2:19][CH2:18][CH2:17]1.[Cl-].C[Al+]C.CCCCCC.ClC1C=CC=C[C:34]=1[NH2:35].C1(C#N)CCCCC1.C(OCC)(=O)[CH2:49][C:50]([O:52]CC)=[O:51].C[O-:60].[Na+]. The catalyst is C1(C)C=CC=CC=1.O.COCCO. The product is [Cl:1][C:2]1[CH:7]=[CH:6][CH:5]=[CH:4][C:3]=1[N:8]1[C:13](=[O:14])[C:12]([C:34]([NH:35][CH2:49][C:50]([OH:52])=[O:51])=[O:60])=[C:11]([OH:15])[N:10]=[C:9]1[CH:16]1[CH2:21][CH2:20][CH2:19][CH2:18][CH2:17]1. The yield is 0.300. (3) The reactants are [CH3:1][C:2]1[NH:3][C:4]2[C:9]([C:10]=1[CH:11]=O)=[CH:8][CH:7]=[CH:6][CH:5]=2.[CH3:13][NH2:14].[BH4-].[Na+]. The catalyst is CO. The product is [CH3:1][C:2]1[NH:3][C:4]2[C:9]([C:10]=1[CH2:11][NH:14][CH3:13])=[CH:8][CH:7]=[CH:6][CH:5]=2. The yield is 0.630. (4) The yield is 0.880. The product is [Br:1][C:2]1[CH:7]=[CH:6][C:5]([S:8][CH2:15][CH:16]([O:20][CH2:21][CH3:22])[O:17][CH2:18][CH3:19])=[C:4]([CH3:9])[CH:3]=1. The reactants are [Br:1][C:2]1[CH:7]=[CH:6][C:5]([SH:8])=[C:4]([CH3:9])[CH:3]=1.[O-]CC.[Na+].Br[CH2:15][CH:16]([O:20][CH2:21][CH3:22])[O:17][CH2:18][CH3:19]. The catalyst is CCO.